This data is from Full USPTO retrosynthesis dataset with 1.9M reactions from patents (1976-2016). The task is: Predict the reactants needed to synthesize the given product. (1) Given the product [C:27](=[O:28])([O:1][CH:2]([C:12]1[CH:17]=[CH:16][CH:15]=[CH:14][C:13]=1[C:18]([F:19])([F:20])[F:21])[CH2:3][NH2:4])[NH2:26], predict the reactants needed to synthesize it. The reactants are: [OH:1][CH:2]([C:12]1[CH:17]=[CH:16][CH:15]=[CH:14][C:13]=1[C:18]([F:21])([F:20])[F:19])[CH2:3][NH:4]C(=O)OC(C)(C)C.ClS([N:26]=[C:27]=[O:28])(=O)=O.O.C(=O)(O)[O-].[Na+]. (2) The reactants are: ClC([O:4][CH3:5])=O.CN1[CH2:12][CH2:11][O:10]CC1.[NH2:13][CH2:14][CH2:15][CH2:16][CH2:17][CH2:18][CH2:19][OH:20].[C:21](=O)(O)[O-].[Na+]. Given the product [OH:20][CH2:19][CH2:18][CH2:17][CH2:16][CH2:15][CH2:14][N:13]1[C:11](=[O:10])[CH:12]=[CH:21][C:5]1=[O:4], predict the reactants needed to synthesize it. (3) Given the product [CH3:24][C:10]1[CH:11]=[C:12]([C:14]2[CH:19]=[CH:18][C:17]([C:20]([F:23])([F:22])[F:21])=[CH:16][CH:15]=2)[N:13]=[C:8]([C:4]2[CH:3]=[C:2]([C:29]3[CH:30]=[CH:31][C:26]([NH2:25])=[N:27][CH:28]=3)[CH:7]=[CH:6][CH:5]=2)[N:9]=1, predict the reactants needed to synthesize it. The reactants are: Br[C:2]1[CH:3]=[C:4]([C:8]2[N:13]=[C:12]([C:14]3[CH:19]=[CH:18][C:17]([C:20]([F:23])([F:22])[F:21])=[CH:16][CH:15]=3)[CH:11]=[C:10]([CH3:24])[N:9]=2)[CH:5]=[CH:6][CH:7]=1.[NH2:25][C:26]1[CH:31]=[CH:30][C:29](B2OC(C)(C)C(C)(C)O2)=[CH:28][N:27]=1. (4) Given the product [Cl:1][C:2]1[N:3]=[C:4]([N:14]2[CH2:19][CH2:18][O:17][CH2:16][CH2:15]2)[C:5]2[N:10]=[C:9]([C:11]([N:26]3[CH2:25][CH2:24][N:23]([CH:27]4[CH2:30][O:29][CH2:28]4)[CH2:22][C:21]3([CH3:31])[CH3:20])=[O:13])[S:8][C:6]=2[N:7]=1, predict the reactants needed to synthesize it. The reactants are: [Cl:1][C:2]1[N:3]=[C:4]([N:14]2[CH2:19][CH2:18][O:17][CH2:16][CH2:15]2)[C:5]2[N:10]=[C:9]([C:11]([OH:13])=O)[S:8][C:6]=2[N:7]=1.[CH3:20][C:21]1([CH3:31])[NH:26][CH2:25][CH2:24][N:23]([CH:27]2[CH2:30][O:29][CH2:28]2)[CH2:22]1.CN(C(ON1N=NC2C=CC=NC1=2)=[N+](C)C)C.F[P-](F)(F)(F)(F)F.CCN(C(C)C)C(C)C. (5) Given the product [CH3:35][N:36]([CH3:43])[CH2:37]/[CH:38]=[CH:39]/[C:40]([N:31]([C@@H:29]([CH3:30])[C:28]([NH:27][C:23]1[CH:24]=[CH:25][CH:26]=[C:21]([C:20]#[C:19][C:12]2[C:13]([NH:15][CH2:16][CH2:17][CH3:18])=[N:14][C:9]([NH:8][C:4]3[CH:5]=[CH:6][CH:7]=[C:2]([F:1])[CH:3]=3)=[N:10][CH:11]=2)[CH:22]=1)=[O:33])[CH3:32])=[O:41], predict the reactants needed to synthesize it. The reactants are: [F:1][C:2]1[CH:3]=[C:4]([NH:8][C:9]2[N:14]=[C:13]([NH:15][CH2:16][CH2:17][CH3:18])[C:12]([C:19]#[C:20][C:21]3[CH:22]=[C:23]([NH:27][C:28](=[O:33])[C@@H:29]([NH:31][CH3:32])[CH3:30])[CH:24]=[CH:25][CH:26]=3)=[CH:11][N:10]=2)[CH:5]=[CH:6][CH:7]=1.Cl.[CH3:35][N:36]([CH3:43])[CH2:37]/[CH:38]=[CH:39]/[C:40](O)=[O:41].Cl.C(N=C=NCCCN(C)C)C.C(N(CC)C(C)C)(C)C.C(=O)([O-])O.[Na+]. (6) Given the product [C:2]1([NH:1][C:8]([N:10]2[C:18]3[C:13](=[CH:14][C:15]([O:19][C:20]4[CH:25]=[CH:24][N:23]=[C:22]([NH:26][C:27]([CH:29]5[CH2:34][CH2:33][NH:32][CH2:31][CH2:30]5)=[O:28])[CH:21]=4)=[CH:16][CH:17]=3)[C:12]([Cl:42])=[CH:11]2)=[O:9])[CH:7]=[CH:6][CH:5]=[CH:4][CH:3]=1, predict the reactants needed to synthesize it. The reactants are: [NH:1]([C:8]([N:10]1[C:18]2[C:13](=[CH:14][C:15]([O:19][C:20]3[CH:25]=[CH:24][N:23]=[C:22]([NH:26][C:27]([CH:29]4[CH2:34][CH2:33][N:32](C(OC(C)(C)C)=O)[CH2:31][CH2:30]4)=[O:28])[CH:21]=3)=[CH:16][CH:17]=2)[C:12]([Cl:42])=[CH:11]1)=[O:9])[C:2]1[CH:7]=[CH:6][CH:5]=[CH:4][CH:3]=1.O.C(=O)(O)O.[OH-].[Na+]. (7) Given the product [Br:1][C:2]1[CH:10]=[CH:9][C:5]([C:6]2[NH:15][CH:17]=[N:21][N:8]=2)=[C:4]([F:11])[CH:3]=1, predict the reactants needed to synthesize it. The reactants are: [Br:1][C:2]1[CH:10]=[CH:9][C:5]([C:6]([NH2:8])=O)=[C:4]([F:11])[CH:3]=1.COC(OC)[N:15]([CH3:17])C.O.[NH2:21]N. (8) The reactants are: Br[C:2]1[CH:3]=[C:4]2[C:10]([C:11]3[C:12]([CH3:25])=[N:13][N:14]([CH2:17][C:18]4[CH:23]=[CH:22][CH:21]=[C:20]([F:24])[CH:19]=4)[C:15]=3[CH3:16])=[CH:9][N:8]([S:26]([C:29]3[CH:35]=[CH:34][C:32]([CH3:33])=[CH:31][CH:30]=3)(=[O:28])=[O:27])[C:5]2=[N:6][CH:7]=1.[CH3:36][O:37][C:38]1[CH:43]=[CH:42][C:41](B2OC(C)(C)C(C)(C)O2)=[CH:40][C:39]=1[NH:53][S:54]([CH2:57][CH3:58])(=[O:56])=[O:55].C(=O)([O-])[O-].[Na+].[Na+]. Given the product [F:24][C:20]1[CH:19]=[C:18]([CH:23]=[CH:22][CH:21]=1)[CH2:17][N:14]1[C:15]([CH3:16])=[C:11]([C:10]2[C:4]3[C:5](=[N:6][CH:7]=[C:2]([C:41]4[CH:42]=[CH:43][C:38]([O:37][CH3:36])=[C:39]([NH:53][S:54]([CH2:57][CH3:58])(=[O:55])=[O:56])[CH:40]=4)[CH:3]=3)[N:8]([S:26]([C:29]3[CH:30]=[CH:31][C:32]([CH3:33])=[CH:34][CH:35]=3)(=[O:27])=[O:28])[CH:9]=2)[C:12]([CH3:25])=[N:13]1, predict the reactants needed to synthesize it.